From a dataset of NCI-60 drug combinations with 297,098 pairs across 59 cell lines. Regression. Given two drug SMILES strings and cell line genomic features, predict the synergy score measuring deviation from expected non-interaction effect. (1) Drug 1: CCC(=C(C1=CC=CC=C1)C2=CC=C(C=C2)OCCN(C)C)C3=CC=CC=C3.C(C(=O)O)C(CC(=O)O)(C(=O)O)O. Drug 2: CC1C(C(CC(O1)OC2CC(OC(C2O)C)OC3=CC4=CC5=C(C(=O)C(C(C5)C(C(=O)C(C(C)O)O)OC)OC6CC(C(C(O6)C)O)OC7CC(C(C(O7)C)O)OC8CC(C(C(O8)C)O)(C)O)C(=C4C(=C3C)O)O)O)O. Cell line: SK-MEL-28. Synergy scores: CSS=55.5, Synergy_ZIP=0.882, Synergy_Bliss=2.97, Synergy_Loewe=-41.3, Synergy_HSA=1.28. (2) Drug 1: CCC1=CC2CC(C3=C(CN(C2)C1)C4=CC=CC=C4N3)(C5=C(C=C6C(=C5)C78CCN9C7C(C=CC9)(C(C(C8N6C)(C(=O)OC)O)OC(=O)C)CC)OC)C(=O)OC.C(C(C(=O)O)O)(C(=O)O)O. Drug 2: C1CN(P(=O)(OC1)NCCCl)CCCl. Cell line: HCT116. Synergy scores: CSS=46.6, Synergy_ZIP=0.233, Synergy_Bliss=-0.186, Synergy_Loewe=-54.2, Synergy_HSA=-0.130. (3) Drug 1: CC(C)(C#N)C1=CC(=CC(=C1)CN2C=NC=N2)C(C)(C)C#N. Drug 2: C1=CC=C(C=C1)NC(=O)CCCCCCC(=O)NO. Cell line: HCC-2998. Synergy scores: CSS=9.59, Synergy_ZIP=-1.71, Synergy_Bliss=-2.68, Synergy_Loewe=-3.74, Synergy_HSA=-4.77. (4) Drug 1: CC1=C2C(C(=O)C3(C(CC4C(C3C(C(C2(C)C)(CC1OC(=O)C(C(C5=CC=CC=C5)NC(=O)OC(C)(C)C)O)O)OC(=O)C6=CC=CC=C6)(CO4)OC(=O)C)OC)C)OC. Drug 2: C1CN(CCN1C(=O)CCBr)C(=O)CCBr. Cell line: TK-10. Synergy scores: CSS=42.2, Synergy_ZIP=0.188, Synergy_Bliss=0.200, Synergy_Loewe=-17.8, Synergy_HSA=0.512.